Task: Predict the product of the given reaction.. Dataset: Forward reaction prediction with 1.9M reactions from USPTO patents (1976-2016) (1) Given the reactants I[C:2]1[C:7]([NH2:8])=[C:6]([N+:9]([O-:11])=[O:10])[CH:5]=[C:4]([CH3:12])[CH:3]=1.[C:13]([C:15]1[CH:20]=[CH:19][CH:18]=[C:17]([CH3:21])[N:16]=1)#[CH:14], predict the reaction product. The product is: [CH3:12][C:4]1[CH:3]=[C:2]2[C:7](=[C:6]([N+:9]([O-:11])=[O:10])[CH:5]=1)[NH:8][C:13]([C:15]1[CH:20]=[CH:19][CH:18]=[C:17]([CH3:21])[N:16]=1)=[CH:14]2. (2) Given the reactants [CH2:1]([O:3][C:4]([C:6]1[N:7]=[C:8]([C:25]#[N:26])[C:9]2[C:14]([C:15]=1[OH:16])=[CH:13][CH:12]=[C:11]([O:17]CC1C=CC=CC=1)[CH:10]=2)=[O:5])[CH3:2].C([O-])=O.[NH4+], predict the reaction product. The product is: [CH2:1]([O:3][C:4]([C:6]1[N:7]=[C:8]([C:25]#[N:26])[C:9]2[C:14]([C:15]=1[OH:16])=[CH:13][CH:12]=[C:11]([OH:17])[CH:10]=2)=[O:5])[CH3:2]. (3) Given the reactants [Cl:1][C:2]1[CH:7]=[CH:6][C:5]([NH:8][CH2:9][CH2:10][NH:11][CH2:12][CH2:13][CH:14]=[C:15]2[C:21]3[CH:22]=[CH:23][CH:24]=[N:25][C:20]=3[CH2:19][O:18][C:17]3[CH:26]=[CH:27][C:28]([C:30]([OH:33])([CH3:32])[CH3:31])=[CH:29][C:16]2=3)=[CH:4][CH:3]=1.[CH:34](=O)[CH3:35].[C:37](O[BH-](OC(=O)C)OC(=O)C)(=O)[CH3:38].[Na+].C(O)(=O)C, predict the reaction product. The product is: [Cl:1][C:2]1[CH:7]=[CH:6][C:5]([N:8]([CH2:34][CH3:35])[CH2:9][CH2:10][N:11]([CH2:37][CH3:38])[CH2:12][CH2:13][CH:14]=[C:15]2[C:21]3[CH:22]=[CH:23][CH:24]=[N:25][C:20]=3[CH2:19][O:18][C:17]3[CH:26]=[CH:27][C:28]([C:30]([OH:33])([CH3:31])[CH3:32])=[CH:29][C:16]2=3)=[CH:4][CH:3]=1.